Dataset: Full USPTO retrosynthesis dataset with 1.9M reactions from patents (1976-2016). Task: Predict the reactants needed to synthesize the given product. (1) Given the product [F:38][CH:2]([F:1])[C:3]1[N:7]([C:8]2[N:13]=[C:12]([N:14]3[CH2:19][CH2:18][O:17][CH2:16][CH2:15]3)[N:11]=[C:10]([O:20][CH:21]3[CH2:22][N:23]([C:25]([CH:27]4[CH2:32][CH2:31][C:30](=[O:33])[CH2:29][CH2:28]4)=[O:26])[CH2:24]3)[CH:9]=2)[C:6]2[CH:34]=[CH:35][CH:36]=[CH:37][C:5]=2[N:4]=1, predict the reactants needed to synthesize it. The reactants are: [F:1][CH:2]([F:38])[C:3]1[N:7]([C:8]2[N:13]=[C:12]([N:14]3[CH2:19][CH2:18][O:17][CH2:16][CH2:15]3)[N:11]=[C:10]([O:20][CH:21]3[CH2:24][N:23]([C:25]([C@H:27]4[CH2:32][CH2:31][C@@H:30]([OH:33])[CH2:29][CH2:28]4)=[O:26])[CH2:22]3)[CH:9]=2)[C:6]2[CH:34]=[CH:35][CH:36]=[CH:37][C:5]=2[N:4]=1.CC(OI1(OC(C)=O)(OC(C)=O)OC(=O)C2C=CC=CC1=2)=O.C(OCC)(=O)C. (2) Given the product [CH2:24]1[C:23]2([CH2:22][CH2:21][C@H:20]([CH2:19][O:18][Si:1]([C:14]([CH3:15])([CH3:17])[CH3:16])([C:2]3[CH:3]=[CH:4][CH:5]=[CH:6][CH:7]=3)[C:8]3[CH:13]=[CH:12][CH:11]=[CH:10][CH:9]=3)[O:27]2)[CH2:25]1, predict the reactants needed to synthesize it. The reactants are: [Si:1]([O:18][CH2:19][C@@H:20]([OH:27])[CH2:21][CH2:22][C:23]1(O)[CH2:25][CH2:24]1)([C:14]([CH3:17])([CH3:16])[CH3:15])([C:8]1[CH:13]=[CH:12][CH:11]=[CH:10][CH:9]=1)[C:2]1[CH:7]=[CH:6][CH:5]=[CH:4][CH:3]=1.C1C=CC(P(C2C=CC=CC=2)C2C=CC=CC=2)=CC=1.N(C(OC(C)C)=O)=NC(OC(C)C)=O. (3) Given the product [CH:1]1([N:4]2[CH2:9][C:8]3([CH2:14][CH2:13][N:12]([CH:15]([C:19]4[CH:20]=[CH:21][C:22]([C:25]5[CH:34]=[C:33]6[C:28]([CH:29]=[CH:30][CH:31]=[N:32]6)=[CH:27][CH:26]=5)=[CH:23][CH:24]=4)[C:16]([NH:38][CH3:37])=[O:18])[CH2:11][CH2:10]3)[O:7][CH2:6][C:5]2=[O:35])[CH2:3][CH2:2]1, predict the reactants needed to synthesize it. The reactants are: [CH:1]1([N:4]2[CH2:9][C:8]3([CH2:14][CH2:13][N:12]([CH:15]([C:19]4[CH:24]=[CH:23][C:22]([C:25]5[CH:34]=[C:33]6[C:28]([CH:29]=[CH:30][CH:31]=[N:32]6)=[CH:27][CH:26]=5)=[CH:21][CH:20]=4)[C:16]([OH:18])=O)[CH2:11][CH2:10]3)[O:7][CH2:6][C:5]2=[O:35])[CH2:3][CH2:2]1.Cl.[CH3:37][N:38](C)CCCN=C=NCC.CN. (4) Given the product [Br:1][C:2]1[CH:3]=[C:4]2[C:12](=[CH:13][CH:14]=1)[NH:11][C:10]1[CH:9]([NH:16][C:17]3[CH:18]=[C:19]4[C:23](=[CH:24][CH:25]=3)[NH:22][CH:21]=[CH:20]4)[CH2:8][CH2:7][CH2:6][C:5]2=1, predict the reactants needed to synthesize it. The reactants are: [Br:1][C:2]1[CH:3]=[C:4]2[C:12](=[CH:13][CH:14]=1)[NH:11][C:10]1[C:9](=O)[CH2:8][CH2:7][CH2:6][C:5]2=1.[NH2:16][C:17]1[CH:18]=[C:19]2[C:23](=[CH:24][CH:25]=1)[NH:22][CH:21]=[CH:20]2.